Dataset: Reaction yield outcomes from USPTO patents with 853,638 reactions. Task: Predict the reaction yield, written as a fraction of the theoretical maximum amount of product (1.0 means a 100% yield; for example, 0.34 means a 34% yield). (1) The reactants are [C:9](O[C:9]([O:11][C:12]([CH3:15])([CH3:14])[CH3:13])=[O:10])([O:11][C:12]([CH3:15])([CH3:14])[CH3:13])=[O:10].[CH2:16]([O:18][C:19]([C:21]1[S:25][C:24]([NH2:26])=[N:23][C:22]=1[C:27]([F:30])([F:29])[F:28])=[O:20])[CH3:17]. The catalyst is C(#N)C. The product is [CH2:16]([O:18][C:19]([C:21]1[S:25][C:24]([NH:26][C:9](=[O:10])[O:11][C:12]([CH3:13])([CH3:14])[CH3:15])=[N:23][C:22]=1[C:27]([F:29])([F:30])[F:28])=[O:20])[CH3:17]. The yield is 0.780. (2) The reactants are Br[C:2]1[CH:10]=[CH:9][C:8]([C:11](=[O:13])[NH2:12])=[C:7]2[C:3]=1[CH:4]=[C:5]([C:14]1[CH2:15][N:16]([C:19]([O:21][C:22]([CH3:25])([CH3:24])[CH3:23])=[O:20])[CH2:17][CH:18]=1)[NH:6]2.[CH3:26][C:27]1[C:32](B2OC(C)(C)C(C)(C)O2)=[CH:31][CH:30]=[CH:29][C:28]=1[N:42]1[C:51](=[O:52])[C:50]2[C:45](=[CH:46][CH:47]=[CH:48][CH:49]=2)[N:44]=[CH:43]1.C([O-])([O-])=O.[K+].[K+].CO. The catalyst is C1COCC1.C1C=CC(P(C2C=CC=CC=2)[C-]2C=CC=C2)=CC=1.C1C=CC(P(C2C=CC=CC=2)[C-]2C=CC=C2)=CC=1.Cl[Pd]Cl.[Fe+2].O. The product is [C:11]([C:8]1[CH:9]=[CH:10][C:2]([C:32]2[CH:31]=[CH:30][CH:29]=[C:28]([N:42]3[C:51](=[O:52])[C:50]4[C:45](=[CH:46][CH:47]=[CH:48][CH:49]=4)[N:44]=[CH:43]3)[C:27]=2[CH3:26])=[C:3]2[C:7]=1[NH:6][C:5]([C:14]1[CH2:15][N:16]([C:19]([O:21][C:22]([CH3:25])([CH3:24])[CH3:23])=[O:20])[CH2:17][CH:18]=1)=[CH:4]2)(=[O:13])[NH2:12]. The yield is 0.720.